Task: Predict the reactants needed to synthesize the given product.. Dataset: Full USPTO retrosynthesis dataset with 1.9M reactions from patents (1976-2016) (1) Given the product [CH2:1]([C@@H:5]1[N:11]([C:28]([C@@H:26]2[CH2:27][C@H:25]2[C:19]2[CH:24]=[CH:23][CH:22]=[CH:21][CH:20]=2)=[O:29])[CH2:10][C@@H:9]([C:12]2[CH:13]=[CH:14][CH:15]=[CH:16][CH:17]=2)[CH2:8][NH:7][C:6]1=[O:18])[CH:2]([CH3:4])[CH3:3], predict the reactants needed to synthesize it. The reactants are: [CH2:1]([C@@H:5]1[NH:11][CH2:10][C@@H:9]([C:12]2[CH:17]=[CH:16][CH:15]=[CH:14][CH:13]=2)[CH2:8][NH:7][C:6]1=[O:18])[CH:2]([CH3:4])[CH3:3].[C:19]1([C@@H:25]2[CH2:27][C@H:26]2[C:28](O)=[O:29])[CH:24]=[CH:23][CH:22]=[CH:21][CH:20]=1.C([C@@H]1N(C(=O)/C=C/C2C=CC=CC=2)C[C@H](CC(C)C)NC1=O)C(C)C. (2) Given the product [F:1][CH:2]1[CH2:3][NH:4][CH2:5][CH:6]1[NH:7][C:8]1[N:13]=[C:12]([CH3:14])[CH:11]=[C:10]([N:15]2[CH2:16][CH2:17][O:18][CH2:19][CH2:20]2)[N:9]=1, predict the reactants needed to synthesize it. The reactants are: [F:1][CH:2]1[CH:6]([NH:7][C:8]2[N:13]=[C:12]([CH3:14])[CH:11]=[C:10]([N:15]3[CH2:20][CH2:19][O:18][CH2:17][CH2:16]3)[N:9]=2)[CH2:5][N:4](C(OCC2C=CC=CC=2)=O)[CH2:3]1. (3) Given the product [F:13][C:14]1[CH:19]=[CH:18][CH:17]=[CH:16][C:15]=1[CH:20]([O:12][C:3]1[CH:4]=[C:5]([C:8]([F:10])([F:11])[F:9])[CH:6]=[CH:7][C:2]=1[F:1])[CH2:21][CH2:22][CH2:23][CH2:24][CH2:25][CH2:26][N:27]1[CH2:28][CH2:29][CH:30]([C:33]2[CH:34]=[C:35]([NH:39][C:40](=[O:44])[CH:41]([CH3:42])[CH3:43])[CH:36]=[CH:37][CH:38]=2)[CH2:31][CH2:32]1, predict the reactants needed to synthesize it. The reactants are: [F:1][C:2]1[CH:7]=[CH:6][C:5]([C:8]([F:11])([F:10])[F:9])=[CH:4][C:3]=1[OH:12].[F:13][C:14]1[CH:19]=[CH:18][CH:17]=[CH:16][C:15]=1[CH:20](O)[CH2:21][CH2:22][CH2:23][CH2:24][CH2:25][CH2:26][N:27]1[CH2:32][CH2:31][CH:30]([C:33]2[CH:34]=[C:35]([NH:39][C:40](=[O:44])[CH:41]([CH3:43])[CH3:42])[CH:36]=[CH:37][CH:38]=2)[CH2:29][CH2:28]1. (4) Given the product [OH:9][C@@H:6]1[CH2:7][CH2:8][C@H:3]([NH:2][C:13](=[O:12])[O:15][C:16]([CH3:19])([CH3:18])[CH3:17])[CH2:4][CH2:5]1, predict the reactants needed to synthesize it. The reactants are: Cl.[NH2:2][C@@H:3]1[CH2:8][CH2:7][C@H:6]([OH:9])[CH2:5][CH2:4]1.CO.[O:12](C(OC(C)(C)C)=O)[C:13]([O:15][C:16]([CH3:19])([CH3:18])[CH3:17])=O. (5) Given the product [CH2:1]([O:8][C:9]1[CH:38]=[CH:37][C:36]([C:39]([F:42])([F:41])[F:40])=[CH:35][C:10]=1[CH2:11][N:12]([CH2:20][C:21]1[CH:26]=[C:25]([C:27]([F:30])([F:29])[F:28])[CH:24]=[C:23]([C:31]([F:34])([F:33])[F:32])[CH:22]=1)[C:13]1[N:18]=[CH:17][C:16]([OH:45])=[CH:15][N:14]=1)[C:2]1[CH:7]=[CH:6][CH:5]=[CH:4][CH:3]=1, predict the reactants needed to synthesize it. The reactants are: [CH2:1]([O:8][C:9]1[CH:38]=[CH:37][C:36]([C:39]([F:42])([F:41])[F:40])=[CH:35][C:10]=1[CH2:11][N:12]([CH2:20][C:21]1[CH:26]=[C:25]([C:27]([F:30])([F:29])[F:28])[CH:24]=[C:23]([C:31]([F:34])([F:33])[F:32])[CH:22]=1)[C:13]1[N:18]=[CH:17][C:16](Br)=[CH:15][N:14]=1)[C:2]1[CH:7]=[CH:6][CH:5]=[CH:4][CH:3]=1.C([O-])(=[O:45])C.[K+].B1(B2OC(C)(C)C(C)(C)O2)OC(C)(C)C(C)(C)O1.C(OCC)(=O)C. (6) Given the product [CH:46]1([NH:51][C:19](=[O:21])[C:18]2[CH:22]=[CH:23][C:15]([C:14]([NH:13][CH2:12][C:11](=[O:10])[N:25]3[CH2:26][CH2:27][N:28]([C:31](=[O:42])[C:32]4[CH:37]=[CH:36][CH:35]=[CH:34][C:33]=4[C:38]([F:41])([F:40])[F:39])[CH2:29][CH2:30]3)=[O:24])=[CH:16][CH:17]=2)[CH2:45][CH2:44][CH2:48][CH2:47]1, predict the reactants needed to synthesize it. The reactants are: CCN(C(C)C)C(C)C.[O:10]=[C:11]([N:25]1[CH2:30][CH2:29][N:28]([C:31](=[O:42])[C:32]2[CH:37]=[CH:36][CH:35]=[CH:34][C:33]=2[C:38]([F:41])([F:40])[F:39])[CH2:27][CH2:26]1)[CH2:12][NH:13][C:14](=[O:24])[C:15]1[CH:23]=[CH:22][C:18]([C:19]([OH:21])=O)=[CH:17][CH:16]=1.C1[CH:44]=[CH:45][C:46]2[N:51](O)N=N[C:47]=2[CH:48]=1.CCN=C=NCCCN(C)C.C1(N)CCCC1.